Dataset: Full USPTO retrosynthesis dataset with 1.9M reactions from patents (1976-2016). Task: Predict the reactants needed to synthesize the given product. (1) Given the product [O:11]=[CH:12][CH2:13][CH2:14][C@@:15]1([C:30]([O:32][CH3:33])=[O:31])[CH2:19][CH2:18][CH2:17][N:16]1[C:20]([O:22][CH2:23][C:24]1[CH:25]=[CH:26][CH:27]=[CH:28][CH:29]=1)=[O:21], predict the reactants needed to synthesize it. The reactants are: CS(C)=O.C(Cl)(=O)C(Cl)=O.[OH:11][CH2:12][CH2:13][CH2:14][C@@:15]1([C:30]([O:32][CH3:33])=[O:31])[CH2:19][CH2:18][CH2:17][N:16]1[C:20]([O:22][CH2:23][C:24]1[CH:29]=[CH:28][CH:27]=[CH:26][CH:25]=1)=[O:21].C(N(CC)CC)C. (2) Given the product [C:15]([O:19][C:20]([N:22]1[CH2:26][CH2:25][CH:24]([C:27](=[S:2])[NH2:28])[CH:23]1[C:30]1[CH:35]=[C:34]([CH3:36])[N:33]=[C:32]([N:37]2[CH:41]=[CH:40][N:39]=[CH:38]2)[N:31]=1)=[O:21])([CH3:18])([CH3:17])[CH3:16], predict the reactants needed to synthesize it. The reactants are: P12(SP3(SP(SP(S3)(S1)=S)(=S)S2)=S)=[S:2].[C:15]([O:19][C:20]([N:22]1[CH2:26][CH2:25][CH:24]([C:27](=O)[NH2:28])[CH:23]1[C:30]1[CH:35]=[C:34]([CH3:36])[N:33]=[C:32]([N:37]2[CH:41]=[CH:40][N:39]=[CH:38]2)[N:31]=1)=[O:21])([CH3:18])([CH3:17])[CH3:16].O. (3) Given the product [C:1]([O:5][C:6]([N:8]1[CH2:13][CH2:12][N:11]([CH2:14][CH2:15][Cl:19])[CH2:10][CH2:9]1)=[O:7])([CH3:4])([CH3:3])[CH3:2], predict the reactants needed to synthesize it. The reactants are: [C:1]([O:5][C:6]([N:8]1[CH2:13][CH2:12][N:11]([CH2:14][CH2:15]O)[CH2:10][CH2:9]1)=[O:7])([CH3:4])([CH3:3])[CH3:2].O=S(Cl)[Cl:19].